This data is from Reaction yield outcomes from USPTO patents with 853,638 reactions. The task is: Predict the reaction yield, written as a fraction of the theoretical maximum amount of product (1.0 means a 100% yield; for example, 0.34 means a 34% yield). (1) The reactants are [OH:1][CH:2]1[CH:8]([NH:9][C:10]([C@@H:12]([NH:17][C:18]([C:20]2[O:21][C:22]3[CH:28]=[CH:27][C:26]([O:29][CH3:30])=[CH:25][C:23]=3[CH:24]=2)=[O:19])[CH2:13][CH:14]([CH3:16])[CH3:15])=[O:11])[CH2:7][CH:6]([CH3:31])[CH2:5][N:4]([S:32]([C:35]2[CH:40]=[CH:39][CH:38]=[CH:37][N:36]=2)(=[O:34])=[O:33])[CH2:3]1.CC(OI1(OC(C)=O)(OC(C)=O)OC(=O)C2C=CC=CC1=2)=O. The catalyst is C(Cl)Cl. The product is [CH3:15][CH:14]([CH3:16])[CH2:13][C@H:12]([NH:17][C:18]([C:20]1[O:21][C:22]2[CH:28]=[CH:27][C:26]([O:29][CH3:30])=[CH:25][C:23]=2[CH:24]=1)=[O:19])[C:10](=[O:11])[NH:9][C@H:8]1[CH2:7][C@H:6]([CH3:31])[CH2:5][N:4]([S:32]([C:35]2[CH:40]=[CH:39][CH:38]=[CH:37][N:36]=2)(=[O:34])=[O:33])[CH2:3][C:2]1=[O:1]. The yield is 0.820. (2) The reactants are [CH3:1][CH2:2][CH2:3][CH2:4][CH2:5][CH:6]=O.[CH3:8][N:9]([CH3:14])[CH2:10][CH2:11][CH2:12][NH2:13].[BH4-].[Na+]. The catalyst is CO. The product is [CH2:6]([NH:13][CH2:12][CH2:11][CH2:10][N:9]([CH3:14])[CH3:8])[CH2:5][CH2:4][CH2:3][CH2:2][CH3:1]. The yield is 0.540. (3) The reactants are Br[C:2]1[N:7]=[C:6]([C:8]([OH:10])=[O:9])[C:5]([F:11])=[CH:4][CH:3]=1.[CH2:12]([O:19][C:20]1[CH:25]=[CH:24][C:23](B(O)O)=[C:22]([F:29])[CH:21]=1)[C:13]1[CH:18]=[CH:17][CH:16]=[CH:15][CH:14]=1. The catalyst is C1C=CC(P(C2C=CC=CC=2)[C-]2C=CC=C2)=CC=1.C1C=CC(P(C2C=CC=CC=2)[C-]2C=CC=C2)=CC=1.Cl[Pd]Cl.[Fe+2].C(Cl)Cl. The product is [CH2:12]([O:19][C:20]1[CH:25]=[CH:24][C:23]([C:2]2[N:7]=[C:6]([C:8]([OH:10])=[O:9])[C:5]([F:11])=[CH:4][CH:3]=2)=[C:22]([F:29])[CH:21]=1)[C:13]1[CH:14]=[CH:15][CH:16]=[CH:17][CH:18]=1. The yield is 0.410. (4) The reactants are [CH3:1][N:2]([CH3:10])[C:3]1[CH:8]=[CH:7][C:6]([NH2:9])=[CH:5][CH:4]=1.P(=O)(O)(O)O.[N+]([O-])(O)=O.[N:20]([O-])=O.[Na+].[CH3:24][C:25](=[O:30])[CH2:26][C:27](=[O:29])[CH3:28].C([O-])(=O)C.[K+].C([O-])([O-])=O.[Na+].[Na+]. The catalyst is C(O)C. The product is [CH3:1][N:2]([CH3:10])[C:3]1[CH:8]=[CH:7][C:6]([NH:9][N:20]=[C:26]([C:25](=[O:30])[CH3:24])[C:27](=[O:29])[CH3:28])=[CH:5][CH:4]=1. The yield is 0.960. (5) The reactants are [Br:1][C:2]1[CH:7]=[C:6]([O:8][CH2:9][CH2:10][Cl:11])[C:5]([N+:12]([O-])=O)=[CH:4][C:3]=1[CH:15]([F:17])[F:16]. The catalyst is CC(O)=O.[Fe]. The product is [Br:1][C:2]1[C:3]([CH:15]([F:17])[F:16])=[CH:4][C:5]([NH2:12])=[C:6]([O:8][CH2:9][CH2:10][Cl:11])[CH:7]=1. The yield is 0.770. (6) The reactants are CO[CH:3](OC)[N:4]([CH3:6])[CH3:5].[F:9][C:10]1[CH:11]=[C:12]([C:19](=[O:26])[CH2:20][C:21]([O:23][CH2:24][CH3:25])=[O:22])[CH:13]=[CH:14][C:15]=1[N+:16]([O-:18])=[O:17]. The catalyst is C1(C)C=CC=CC=1. The product is [F:9][C:10]1[CH:11]=[C:12]([CH:13]=[CH:14][C:15]=1[N+:16]([O-:18])=[O:17])[C:19]([C:20](=[CH:3][N:4]([CH3:5])[CH3:6])[C:21]([O:23][CH2:24][CH3:25])=[O:22])=[O:26]. The yield is 1.00. (7) The reactants are [NH:1]1[C:9]2[C:4](=[CH:5][C:6]([O:10][C:11]3[C:20]4[C:15](=[CH:16][C:17]([O:29][CH3:30])=[C:18]([O:21]CC5C=CC=CC=5)[CH:19]=4)[N:14]=[CH:13][N:12]=3)=[CH:7][N:8]=2)[CH:3]=[CH:2]1.C([O-])=O.[NH4+].O. The catalyst is [Pd].CN(C=O)C. The product is [NH:1]1[C:9]2[C:4](=[CH:5][C:6]([O:10][C:11]3[C:20]4[C:15](=[CH:16][C:17]([O:29][CH3:30])=[C:18]([OH:21])[CH:19]=4)[N:14]=[CH:13][N:12]=3)=[CH:7][N:8]=2)[CH:3]=[CH:2]1. The yield is 0.850. (8) The reactants are [C:1]([O:5][C:6](=[O:26])[C:7]1[CH:12]=[CH:11][C:10]([CH2:13][N:14]2[CH:23]=[CH:22][C:21]3[C:16](=[CH:17][C:18](Br)=[CH:19][CH:20]=3)[C:15]2=[O:25])=[CH:9][CH:8]=1)([CH3:4])([CH3:3])[CH3:2].C(N(CC)CC)C.[C:34]1([CH2:40][C:41]#[CH:42])[CH:39]=[CH:38][CH:37]=[CH:36][CH:35]=1. The catalyst is CN(C)C=O.[Cu]I.C1C=CC([P]([Pd]([P](C2C=CC=CC=2)(C2C=CC=CC=2)C2C=CC=CC=2)([P](C2C=CC=CC=2)(C2C=CC=CC=2)C2C=CC=CC=2)[P](C2C=CC=CC=2)(C2C=CC=CC=2)C2C=CC=CC=2)(C2C=CC=CC=2)C2C=CC=CC=2)=CC=1. The product is [C:1]([O:5][C:6](=[O:26])[C:7]1[CH:12]=[CH:11][C:10]([CH2:13][N:14]2[CH:23]=[CH:22][C:21]3[C:16](=[CH:17][C:18]([C:42]#[C:41][CH2:40][C:34]4[CH:39]=[CH:38][CH:37]=[CH:36][CH:35]=4)=[CH:19][CH:20]=3)[C:15]2=[O:25])=[CH:9][CH:8]=1)([CH3:4])([CH3:3])[CH3:2]. The yield is 0.676. (9) The reactants are [C:1]([C:4]1[CH:11]=[CH:10][CH:9]=[CH:8][C:5]=1[CH:6]=[O:7])([OH:3])=O.[PH2:12]([OH:14])=[O:13]. The catalyst is C1(C)C=CC=CC=1. The product is [O:7]=[C:6]1[C:5]2[C:4](=[CH:11][CH:10]=[CH:9][CH:8]=2)[CH:1]([P:12]([CH:6]2[C:5]3[C:4](=[CH:11][CH:10]=[CH:9][CH:8]=3)[C:1](=[O:3])[O:7]2)(=[O:14])[OH:13])[O:3]1. The yield is 0.910.